Dataset: Reaction yield outcomes from USPTO patents with 853,638 reactions. Task: Predict the reaction yield, written as a fraction of the theoretical maximum amount of product (1.0 means a 100% yield; for example, 0.34 means a 34% yield). (1) The reactants are [N+:1]([C:4]1[CH:30]=[CH:29][C:7]([O:8][CH2:9][C:10]([O:12][CH2:13][CH2:14][O:15][C:16](=[O:28])[CH2:17][O:18][C:19]2[CH:24]=[CH:23][C:22]([N+:25]([O-])=O)=[CH:21][CH:20]=2)=[O:11])=[CH:6][CH:5]=1)([O-])=O.[H][H]. The catalyst is CN(C)C=O.[Pd]. The product is [NH2:25][C:22]1[CH:23]=[CH:24][C:19]([O:18][CH2:17][C:16]([O:15][CH2:14][CH2:13][O:12][C:10](=[O:11])[CH2:9][O:8][C:7]2[CH:6]=[CH:5][C:4]([NH2:1])=[CH:30][CH:29]=2)=[O:28])=[CH:20][CH:21]=1. The yield is 0.780. (2) The reactants are [Br:1][C:2]1[CH:3]=[C:4]2[C:9](=[CH:10][CH:11]=1)[N:8]=[CH:7][C:6]([C:12](=[O:15])[CH2:13][CH3:14])=[C:5]2Cl.C(O)(=O)C.C(O)(=O)C.[CH3:25][N:26]([CH2:28][C@H:29]1[CH2:34][CH2:33][C@H:32]([NH2:35])[CH2:31][CH2:30]1)[CH3:27].C([O-])([O-])=O.[Cs+].[Cs+]. The catalyst is O1CCOCC1.CN(C=O)C.C(OCC)(=O)C. The product is [Br:1][C:2]1[CH:3]=[C:4]2[C:9](=[CH:10][CH:11]=1)[N:8]=[CH:7][C:6]([C:12](=[O:15])[CH2:13][CH3:14])=[C:5]2[NH:35][C@H:32]1[CH2:33][CH2:34][C@H:29]([CH2:28][N:26]([CH3:27])[CH3:25])[CH2:30][CH2:31]1. The yield is 0.580. (3) The reactants are Cl[C:2]1[N:3]=[N:4][C:5](Cl)=[CH:6][C:7]=1[N:8]([CH2:10][CH2:11][OH:12])[CH3:9]. The catalyst is [Pd].C(O)C.CO.N. The product is [CH3:9][N:8]([CH2:10][CH2:11][OH:12])[C:7]1[CH:6]=[CH:5][N:4]=[N:3][CH:2]=1. The yield is 0.910. (4) The reactants are Br[C:2]1[C:3]([NH2:11])=[N:4][CH:5]=[C:6]([N+:8]([O-:10])=[O:9])[CH:7]=1.CCN(CC)CC.[CH3:19][C:20]([CH3:24])([CH3:23])[C:21]#[CH:22].N#N. The catalyst is C1(C)C=CC=CC=1.O.Cl[Pd](Cl)([P](C1C=CC=CC=1)(C1C=CC=CC=1)C1C=CC=CC=1)[P](C1C=CC=CC=1)(C1C=CC=CC=1)C1C=CC=CC=1.[Cu]I. The product is [CH3:19][C:20]([CH3:24])([CH3:23])[C:21]#[C:22][C:2]1[C:3]([NH2:11])=[N:4][CH:5]=[C:6]([N+:8]([O-:10])=[O:9])[CH:7]=1. The yield is 0.900. (5) The reactants are [NH2:1][CH2:2][C:3]1[CH:4]=[CH:5][C:6]([N+:13]([O-:15])=[O:14])=[C:7]([CH:12]=1)[C:8]([O:10][CH3:11])=[O:9].CCN(CC)CC.[CH3:23][S:24](Cl)(=[O:26])=[O:25]. The catalyst is C(Cl)Cl. The product is [CH3:23][S:24]([NH:1][CH2:2][C:3]1[CH:4]=[CH:5][C:6]([N+:13]([O-:15])=[O:14])=[C:7]([CH:12]=1)[C:8]([O:10][CH3:11])=[O:9])(=[O:26])=[O:25]. The yield is 0.570. (6) The reactants are [CH3:1][N:2]1[C:7](=[O:8])[CH2:6][O:5][C:4]2[CH:9]=[CH:10][CH:11]=[C:12]([O:13][CH2:14][C:15]([O:17]CC)=O)[C:3]1=2.[NH2:20][CH2:21][CH:22]([OH:34])[CH2:23][N:24]1[CH2:33][CH2:32][C:31]2[C:26](=[CH:27][CH:28]=[CH:29][CH:30]=2)[CH2:25]1. The catalyst is CCO. The product is [CH2:25]1[C:26]2[C:31](=[CH:30][CH:29]=[CH:28][CH:27]=2)[CH2:32][CH2:33][N:24]1[CH2:23][CH:22]([OH:34])[CH2:21][NH:20][C:15](=[O:17])[CH2:14][O:13][C:12]1[C:3]2[N:2]([CH3:1])[C:7](=[O:8])[CH2:6][O:5][C:4]=2[CH:9]=[CH:10][CH:11]=1. The yield is 0.190. (7) The reactants are [Cl:1][C:2]1[N:7]=[CH:6][C:5]([OH:8])=[CH:4][N:3]=1.Br[C:10]([F:17])([F:16])C(OCC)=O.C(=O)([O-])[O-].[Cs+].[Cs+].O. The yield is 0.380. The catalyst is CN(C=O)C. The product is [Cl:1][C:2]1[N:7]=[CH:6][C:5]([O:8][CH:10]([F:17])[F:16])=[CH:4][N:3]=1. (8) The reactants are [Cl-].C[Al+]C.[CH3:5][C:6]1[CH:7]=[CH:8][C:9]([NH2:12])=[N:10][CH:11]=1.C[O:14][C:15]([C:17]1[CH:26]=[C:25]2[C:20]([CH2:21][CH2:22][C:23]([CH3:28])([CH3:27])[O:24]2)=[C:19]([O:29][CH2:30][C:31]2[CH:36]=[CH:35][CH:34]=[CH:33][C:32]=2[Cl:37])[CH:18]=1)=O.C[O:39][C:40]([C:42]1[C:43]2[CH2:44][CH2:45][C:46]([CH3:62])([CH3:61])[O:47][C:48]=2[CH:49]=[C:50]([O:52][CH2:53][C:54]2[CH:59]=[CH:58][CH:57]=[CH:56][C:55]=2[Cl:60])[CH:51]=1)=O. No catalyst specified. The product is [CH3:5][C:6]1[CH:7]=[CH:8][C:9]([NH:12][C:15]([C:17]2[CH:26]=[C:25]3[C:20]([CH2:21][CH2:22][C:23]([CH3:28])([CH3:27])[O:24]3)=[C:19]([O:29][CH2:30][C:31]3[CH:36]=[CH:35][CH:34]=[CH:33][C:32]=3[Cl:37])[CH:18]=2)=[O:14])=[N:10][CH:11]=1.[CH3:5][C:6]1[CH:7]=[CH:8][C:9]([NH:12][C:40]([C:42]2[C:43]3[CH2:44][CH2:45][C:46]([CH3:62])([CH3:61])[O:47][C:48]=3[CH:49]=[C:50]([O:52][CH2:53][C:54]3[CH:59]=[CH:58][CH:57]=[CH:56][C:55]=3[Cl:60])[CH:51]=2)=[O:39])=[N:10][CH:11]=1. The yield is 0.100.